From a dataset of NCI-60 drug combinations with 297,098 pairs across 59 cell lines. Regression. Given two drug SMILES strings and cell line genomic features, predict the synergy score measuring deviation from expected non-interaction effect. (1) Drug 1: CC1OCC2C(O1)C(C(C(O2)OC3C4COC(=O)C4C(C5=CC6=C(C=C35)OCO6)C7=CC(=C(C(=C7)OC)O)OC)O)O. Drug 2: C1=CC(=CC=C1CC(C(=O)O)N)N(CCCl)CCCl.Cl. Cell line: MDA-MB-231. Synergy scores: CSS=28.9, Synergy_ZIP=3.26, Synergy_Bliss=4.98, Synergy_Loewe=4.50, Synergy_HSA=7.64. (2) Synergy scores: CSS=24.2, Synergy_ZIP=1.14, Synergy_Bliss=3.64, Synergy_Loewe=-29.0, Synergy_HSA=2.40. Drug 2: C1=CC(=CC=C1C#N)C(C2=CC=C(C=C2)C#N)N3C=NC=N3. Cell line: SF-268. Drug 1: CCC1=CC2CC(C3=C(CN(C2)C1)C4=CC=CC=C4N3)(C5=C(C=C6C(=C5)C78CCN9C7C(C=CC9)(C(C(C8N6C)(C(=O)OC)O)OC(=O)C)CC)OC)C(=O)OC.C(C(C(=O)O)O)(C(=O)O)O. (3) Drug 1: CC(CN1CC(=O)NC(=O)C1)N2CC(=O)NC(=O)C2. Drug 2: CN(C(=O)NC(C=O)C(C(C(CO)O)O)O)N=O. Cell line: PC-3. Synergy scores: CSS=11.8, Synergy_ZIP=-6.15, Synergy_Bliss=-4.62, Synergy_Loewe=-6.05, Synergy_HSA=-2.57. (4) Drug 1: CC1=C(N=C(N=C1N)C(CC(=O)N)NCC(C(=O)N)N)C(=O)NC(C(C2=CN=CN2)OC3C(C(C(C(O3)CO)O)O)OC4C(C(C(C(O4)CO)O)OC(=O)N)O)C(=O)NC(C)C(C(C)C(=O)NC(C(C)O)C(=O)NCCC5=NC(=CS5)C6=NC(=CS6)C(=O)NCCC[S+](C)C)O. Drug 2: CC12CCC3C(C1CCC2O)C(CC4=C3C=CC(=C4)O)CCCCCCCCCS(=O)CCCC(C(F)(F)F)(F)F. Cell line: NCIH23. Synergy scores: CSS=43.2, Synergy_ZIP=-12.9, Synergy_Bliss=-20.9, Synergy_Loewe=-23.6, Synergy_HSA=-13.9. (5) Drug 1: CCCCCOC(=O)NC1=NC(=O)N(C=C1F)C2C(C(C(O2)C)O)O. Drug 2: CC1CCCC2(C(O2)CC(NC(=O)CC(C(C(=O)C(C1O)C)(C)C)O)C(=CC3=CSC(=N3)C)C)C. Cell line: SW-620. Synergy scores: CSS=51.4, Synergy_ZIP=3.93, Synergy_Bliss=1.15, Synergy_Loewe=-26.3, Synergy_HSA=0.654. (6) Drug 1: CCC1(CC2CC(C3=C(CCN(C2)C1)C4=CC=CC=C4N3)(C5=C(C=C6C(=C5)C78CCN9C7C(C=CC9)(C(C(C8N6C=O)(C(=O)OC)O)OC(=O)C)CC)OC)C(=O)OC)O.OS(=O)(=O)O. Drug 2: C1=CC=C(C(=C1)C(C2=CC=C(C=C2)Cl)C(Cl)Cl)Cl. Cell line: SF-539. Synergy scores: CSS=19.0, Synergy_ZIP=1.27, Synergy_Bliss=-1.61, Synergy_Loewe=-66.5, Synergy_HSA=-6.20. (7) Drug 1: C1CCC(C1)C(CC#N)N2C=C(C=N2)C3=C4C=CNC4=NC=N3. Drug 2: C(CN)CNCCSP(=O)(O)O. Cell line: LOX IMVI. Synergy scores: CSS=0.0135, Synergy_ZIP=-2.72, Synergy_Bliss=-4.86, Synergy_Loewe=-5.94, Synergy_HSA=-4.07. (8) Drug 1: CC1=C(C=C(C=C1)NC(=O)C2=CC=C(C=C2)CN3CCN(CC3)C)NC4=NC=CC(=N4)C5=CN=CC=C5. Drug 2: C1CNP(=O)(OC1)N(CCCl)CCCl. Cell line: LOX IMVI. Synergy scores: CSS=6.49, Synergy_ZIP=7.50, Synergy_Bliss=4.74, Synergy_Loewe=6.22, Synergy_HSA=3.60. (9) Drug 1: C1=C(C(=O)NC(=O)N1)F. Drug 2: C1CC(=O)NC(=O)C1N2C(=O)C3=CC=CC=C3C2=O. Cell line: KM12. Synergy scores: CSS=32.4, Synergy_ZIP=-2.84, Synergy_Bliss=-9.69, Synergy_Loewe=-17.7, Synergy_HSA=-13.8. (10) Drug 1: CC1=C2C(C(=O)C3(C(CC4C(C3C(C(C2(C)C)(CC1OC(=O)C(C(C5=CC=CC=C5)NC(=O)OC(C)(C)C)O)O)OC(=O)C6=CC=CC=C6)(CO4)OC(=O)C)OC)C)OC. Drug 2: CC1=C(C=C(C=C1)NC(=O)C2=CC=C(C=C2)CN3CCN(CC3)C)NC4=NC=CC(=N4)C5=CN=CC=C5. Cell line: IGROV1. Synergy scores: CSS=31.2, Synergy_ZIP=4.87, Synergy_Bliss=5.37, Synergy_Loewe=-21.3, Synergy_HSA=4.59.